This data is from Catalyst prediction with 721,799 reactions and 888 catalyst types from USPTO. The task is: Predict which catalyst facilitates the given reaction. Reactant: [CH2:1]([S:3]([CH2:6][CH2:7][CH2:8][C:9]12[CH2:16][CH2:15][C:12]([C:17]([OH:19])=O)([CH2:13][CH2:14]1)[CH2:11][CH2:10]2)(=[O:5])=[O:4])[CH3:2].C(Cl)(=O)C(Cl)=O.[CH3:26][NH2:27]. Product: [CH2:1]([S:3]([CH2:6][CH2:7][CH2:8][C:9]12[CH2:16][CH2:15][C:12]([C:17]([NH:27][CH3:26])=[O:19])([CH2:13][CH2:14]1)[CH2:11][CH2:10]2)(=[O:5])=[O:4])[CH3:2]. The catalyst class is: 59.